Dataset: Full USPTO retrosynthesis dataset with 1.9M reactions from patents (1976-2016). Task: Predict the reactants needed to synthesize the given product. Given the product [CH2:7]([N:9]1[C:18]2[C:13](=[CH:14][C:15]([F:20])=[C:16]([N:1]3[CH2:6][CH2:5][NH:4][CH2:3][CH2:2]3)[CH:17]=2)[C:12](=[O:21])[N:11]([OH:22])[C:10]1=[O:23])[CH3:8], predict the reactants needed to synthesize it. The reactants are: [NH:1]1[CH2:6][CH2:5][NH:4][CH2:3][CH2:2]1.[CH2:7]([N:9]1[C:18]2[C:13](=[CH:14][C:15]([F:20])=[C:16](F)[CH:17]=2)[C:12](=[O:21])[N:11]([OH:22])[C:10]1=[O:23])[CH3:8].C(N(CC)CC)C.